This data is from Peptide-MHC class I binding affinity with 185,985 pairs from IEDB/IMGT. The task is: Regression. Given a peptide amino acid sequence and an MHC pseudo amino acid sequence, predict their binding affinity value. This is MHC class I binding data. (1) The peptide sequence is FFSPFFFSL. The MHC is HLA-A02:16 with pseudo-sequence HLA-A02:16. The binding affinity (normalized) is 0.0847. (2) The peptide sequence is RAIEAQQHL. The MHC is HLA-B40:02 with pseudo-sequence HLA-B40:02. The binding affinity (normalized) is 0.114. (3) The peptide sequence is VDPSLPSNP. The MHC is H-2-Dd with pseudo-sequence H-2-Dd. The binding affinity (normalized) is 0. (4) The peptide sequence is WRWKSQVTI. The MHC is HLA-B35:01 with pseudo-sequence HLA-B35:01. The binding affinity (normalized) is 0.0847. (5) The peptide sequence is RGGRAFVTI. The MHC is HLA-A31:01 with pseudo-sequence HLA-A31:01. The binding affinity (normalized) is 0.0265. (6) The peptide sequence is AVFDSFVER. The MHC is HLA-A02:01 with pseudo-sequence HLA-A02:01. The binding affinity (normalized) is 0.0847. (7) The peptide sequence is AAITLVVISV. The MHC is HLA-A02:03 with pseudo-sequence HLA-A02:03. The binding affinity (normalized) is 0.491. (8) The peptide sequence is EELKNCNI. The MHC is HLA-B44:02 with pseudo-sequence HLA-B44:02. The binding affinity (normalized) is 0.0961. (9) The peptide sequence is PAHLINKLL. The MHC is HLA-A33:01 with pseudo-sequence HLA-A33:01. The binding affinity (normalized) is 0. (10) The peptide sequence is NKDGFLYVY. The MHC is HLA-A01:01 with pseudo-sequence HLA-A01:01. The binding affinity (normalized) is 0.119.